From a dataset of Forward reaction prediction with 1.9M reactions from USPTO patents (1976-2016). Predict the product of the given reaction. (1) Given the reactants [CH3:1][C:2]1[CH:11]=[CH:10][C:5]([C:6](=[O:9])[CH2:7]Br)=[CH:4][CH:3]=1.[Cl:12][C:13]1[CH:18]=[CH:17][C:16]([SH:19])=[CH:15][CH:14]=1.C(=O)([O-])[O-].[K+].[K+], predict the reaction product. The product is: [Cl:12][C:13]1[CH:18]=[CH:17][C:16]([S:19][CH2:7][C:6]([C:5]2[CH:10]=[CH:11][C:2]([CH3:1])=[CH:3][CH:4]=2)=[O:9])=[CH:15][CH:14]=1. (2) The product is: [I:8][C:6]1[CH:5]=[CH:4][N:3]=[C:2]([C:10]([CH3:12])([CH3:11])[C:9]#[N:13])[CH:7]=1. Given the reactants Cl[C:2]1[CH:7]=[C:6]([I:8])[CH:5]=[CH:4][N:3]=1.[C:9](#[N:13])[CH:10]([CH3:12])[CH3:11].C[Si]([N-][Si](C)(C)C)(C)C.NC1N=CC(C2C=CN=C(C3(C#N)CCOCC3)C=2)=NC=1C1ON=C(C2C=CC(CNC)=CC=2)C=1, predict the reaction product. (3) The product is: [C:21]([O:20][CH:15]([C:8]1[N:9]([CH3:14])[C:10](=[O:13])[C:11]2[C:6]([C:7]=1[C:25]1[CH:30]=[CH:29][C:28]([CH3:31])=[C:27]([CH3:32])[CH:26]=1)=[CH:5][CH:4]=[C:3]([CH2:2][NH:1][C:36]([NH:35][CH2:33][CH3:34])=[O:37])[CH:12]=2)[C:16]([O:18][CH3:19])=[O:17])([CH3:22])([CH3:23])[CH3:24]. Given the reactants [NH2:1][CH2:2][C:3]1[CH:12]=[C:11]2[C:6]([C:7]([C:25]3[CH:30]=[CH:29][C:28]([CH3:31])=[C:27]([CH3:32])[CH:26]=3)=[C:8]([CH:15]([O:20][C:21]([CH3:24])([CH3:23])[CH3:22])[C:16]([O:18][CH3:19])=[O:17])[N:9]([CH3:14])[C:10]2=[O:13])=[CH:5][CH:4]=1.[CH2:33]([N:35]=[C:36]=[O:37])[CH3:34], predict the reaction product. (4) Given the reactants [C:1]([C:5]1[CH:13]=[CH:12][C:8]([C:9]([OH:11])=O)=[CH:7][CH:6]=1)([CH3:4])([CH3:3])[CH3:2].[NH2:14][C@@H:15]([CH2:20][C:21]1[CH:26]=[CH:25][C:24]([C:27]2[NH:28][CH:29]=[C:30]([C:32]3[CH:37]=[CH:36][C:35]([O:38][CH2:39][CH2:40][CH2:41][CH2:42][CH2:43][CH2:44][CH3:45])=[CH:34][CH:33]=3)[N:31]=2)=[CH:23][CH:22]=1)[C:16]([O:18][CH3:19])=[O:17].CN(C(ON1N=NC2C=CC=NC1=2)=[N+](C)C)C.F[P-](F)(F)(F)(F)F, predict the reaction product. The product is: [C:1]([C:5]1[CH:6]=[CH:7][C:8]([C:9]([NH:14][C@@H:15]([CH2:20][C:21]2[CH:22]=[CH:23][C:24]([C:27]3[NH:28][CH:29]=[C:30]([C:32]4[CH:33]=[CH:34][C:35]([O:38][CH2:39][CH2:40][CH2:41][CH2:42][CH2:43][CH2:44][CH3:45])=[CH:36][CH:37]=4)[N:31]=3)=[CH:25][CH:26]=2)[C:16]([O:18][CH3:19])=[O:17])=[O:11])=[CH:12][CH:13]=1)([CH3:2])([CH3:3])[CH3:4]. (5) Given the reactants [Cl:1][C:2]1[C:7]([O:8][CH3:9])=[CH:6][C:5]([O:10][CH3:11])=[C:4]([Cl:12])[C:3]=1[NH:13][C:14](=[O:41])[N:15]([C:17]1[CH:22]=[C:21]([NH:23][C:24]2[CH:29]=[CH:28][C:27]([N:30]3[CH2:35][CH2:34][N:33]([CH2:36][CH3:37])[CH2:32][CH2:31]3)=[CH:26][C:25]=2[N+:38]([O-])=O)[N:20]=[CH:19][N:18]=1)[CH3:16], predict the reaction product. The product is: [NH2:38][C:25]1[CH:26]=[C:27]([N:30]2[CH2:31][CH2:32][N:33]([CH2:36][CH3:37])[CH2:34][CH2:35]2)[CH:28]=[CH:29][C:24]=1[NH:23][C:21]1[N:20]=[CH:19][N:18]=[C:17]([N:15]([CH3:16])[C:14]([NH:13][C:3]2[C:4]([Cl:12])=[C:5]([O:10][CH3:11])[CH:6]=[C:7]([O:8][CH3:9])[C:2]=2[Cl:1])=[O:41])[CH:22]=1. (6) Given the reactants [Cl:1][C:2]1[CH:7]=[CH:6][C:5]([CH2:8][CH2:9][NH:10][CH2:11][Si:12]([CH3:15])([CH3:14])[CH3:13])=[CH:4][CH:3]=1.[CH2:16]=O.CO.[C:20]([O-:23])([O-])=O.[K+].[K+], predict the reaction product. The product is: [Cl:1][C:2]1[CH:3]=[CH:4][C:5]([CH2:8][CH2:9][N:10]([CH2:16][O:23][CH3:20])[CH2:11][Si:12]([CH3:14])([CH3:13])[CH3:15])=[CH:6][CH:7]=1.